From a dataset of Full USPTO retrosynthesis dataset with 1.9M reactions from patents (1976-2016). Predict the reactants needed to synthesize the given product. (1) Given the product [C:8]([C:5]1[CH:4]=[CH:3][C:2]([B:16]([OH:17])[OH:15])=[CH:7][N:6]=1)([CH3:11])([CH3:10])[CH3:9], predict the reactants needed to synthesize it. The reactants are: Br[C:2]1[CH:3]=[CH:4][C:5]([C:8]([CH3:11])([CH3:10])[CH3:9])=[N:6][CH:7]=1.C([O:15][B:16](OC(C)C)[O:17]C(C)C)(C)C.C([Li])CCC.CCCCCC. (2) The reactants are: [C:1]([C:3]1[CH:8]=[CH:7][C:6]([CH2:9][CH2:10][N:11]2[CH2:18][CH2:17][C:14]3([CH2:16][O:15]3)[CH2:13][CH2:12]2)=[CH:5][CH:4]=1)#[N:2].[OH:19][C:20]1[CH:29]=[CH:28][C:23]([C:24]([O:26][CH3:27])=[O:25])=[CH:22][CH:21]=1. Given the product [C:1]([C:3]1[CH:4]=[CH:5][C:6]([CH2:9][CH2:10][N:11]2[CH2:18][CH2:17][C:14]([CH2:16][O:19][C:20]3[CH:21]=[CH:22][C:23]([C:24]([O:26][CH3:27])=[O:25])=[CH:28][CH:29]=3)([OH:15])[CH2:13][CH2:12]2)=[CH:7][CH:8]=1)#[N:2], predict the reactants needed to synthesize it. (3) Given the product [OH:12][C:3]1[NH:18][C:16](=[S:17])[C:15]([C:13]#[N:14])=[C:5]([S:8][CH3:9])[C:4]=1[C:10]#[N:11], predict the reactants needed to synthesize it. The reactants are: CO[C:3](=[O:12])[C:4]([C:10]#[N:11])=[C:5]([S:8][CH3:9])SC.[C:13]([CH2:15][C:16]([NH2:18])=[S:17])#[N:14].C([O-])([O-])=O.[K+].[K+].Cl. (4) Given the product [CH3:12][O:13][C:14]1[CH:34]=[C:33]([O:35][CH3:36])[CH:32]=[C:31]([O:37][CH3:38])[C:15]=1[CH:16]=[CH:17][S:18]([CH2:21][C:22]1[CH:23]=[CH:24][C:25]([O:29][CH3:30])=[C:26]([NH:28][CH2:2][C:3]([O:5][CH3:6])=[O:4])[CH:27]=1)(=[O:20])=[O:19], predict the reactants needed to synthesize it. The reactants are: Br[CH2:2][C:3]([O:5][CH3:6])=[O:4].C([O-])(=O)C.[Na+].[CH3:12][O:13][C:14]1[CH:34]=[C:33]([O:35][CH3:36])[CH:32]=[C:31]([O:37][CH3:38])[C:15]=1/[CH:16]=[CH:17]/[S:18]([CH2:21][C:22]1[CH:23]=[CH:24][C:25]([O:29][CH3:30])=[C:26]([NH2:28])[CH:27]=1)(=[O:20])=[O:19]. (5) Given the product [C:1]([O:5][C:6]([N:8]([CH3:50])[C@H:9]([C:19]([NH:21][C@H:22]([C:34]([N:36]([C@@H:38]([CH:47]([CH3:48])[CH3:49])/[CH:39]=[C:40](/[C:41]([OH:43])=[O:42])\[CH3:46])[CH3:37])=[O:35])[C:23]([CH3:32])([CH3:33])[C:24]1[CH:29]=[CH:28][C:27]([O:30][CH3:31])=[CH:26][CH:25]=1)=[O:20])[C:10]([CH3:18])([CH3:17])[C:11]1[CH:12]=[CH:13][CH:14]=[CH:15][CH:16]=1)=[O:7])([CH3:2])([CH3:3])[CH3:4], predict the reactants needed to synthesize it. The reactants are: [C:1]([O:5][C:6]([N:8]([CH3:50])[C@H:9]([C:19]([NH:21][C@H:22]([C:34]([N:36]([C@H:38]([CH:47]([CH3:49])[CH3:48])/[CH:39]=[C:40](\[CH3:46])/[C:41]([O:43]CC)=[O:42])[CH3:37])=[O:35])[C:23]([CH3:33])([CH3:32])[C:24]1[CH:29]=[CH:28][C:27]([O:30][CH3:31])=[CH:26][CH:25]=1)=[O:20])[C:10]([CH3:18])([CH3:17])[C:11]1[CH:16]=[CH:15][CH:14]=[CH:13][CH:12]=1)=[O:7])([CH3:4])([CH3:3])[CH3:2].O.[OH-].[Li+]. (6) Given the product [Br:1][C:20]1[S:19][C:18]([C:21]([O:23][CH2:24][CH3:25])=[O:22])=[N:17][C:16]=1[C:12]1[CH:13]=[CH:14][CH:15]=[C:10]([C:8]#[N:9])[CH:11]=1, predict the reactants needed to synthesize it. The reactants are: [Br:1]Br.C([O-])(=O)C.[K+].[C:8]([C:10]1[CH:11]=[C:12]([C:16]2[N:17]=[C:18]([C:21]([O:23][CH2:24][CH3:25])=[O:22])[S:19][CH:20]=2)[CH:13]=[CH:14][CH:15]=1)#[N:9].S([O-])([O-])(=O)=S.[Na+].[Na+]. (7) Given the product [Cl:36][C:30]1[CH:29]=[C:28]([CH:33]=[C:32]([Cl:34])[C:31]=1[Cl:35])[CH2:27][N:25]1[CH:26]=[C:22]([C:2]2[N:3]=[C:4]3[S:10][C:9]([NH:11][CH2:12][C:13]([O:15][CH3:16])=[O:14])=[N:8][C:5]3=[N:6][CH:7]=2)[N:23]=[N:24]1, predict the reactants needed to synthesize it. The reactants are: Br[C:2]1[N:3]=[C:4]2[S:10][C:9]([NH:11][CH2:12][C:13]([O:15][CH3:16])=[O:14])=[N:8][C:5]2=[N:6][CH:7]=1.C([Sn](CCCC)(CCCC)[C:22]1[N:23]=[N:24][N:25]([CH2:27][C:28]2[CH:33]=[C:32]([Cl:34])[C:31]([Cl:35])=[C:30]([Cl:36])[CH:29]=2)[CH:26]=1)CCC.